This data is from Full USPTO retrosynthesis dataset with 1.9M reactions from patents (1976-2016). The task is: Predict the reactants needed to synthesize the given product. (1) Given the product [C:14]([O:18][C:19]([N:21]1[C@H:26]([CH2:27][NH:28][C:6](=[O:11])[C:7]([F:8])([F:9])[F:10])[CH2:25][C@H:24]2[C@@H:22]1[CH2:23]2)=[O:20])([CH3:17])([CH3:16])[CH3:15], predict the reactants needed to synthesize it. The reactants are: [F:8][C:7]([F:10])([F:9])[C:6](O[C:6](=[O:11])[C:7]([F:10])([F:9])[F:8])=[O:11].[C:14]([O:18][C:19]([N:21]1[C@H:26]([CH2:27][NH2:28])[CH2:25][C@H:24]2[C@@H:22]1[CH2:23]2)=[O:20])([CH3:17])([CH3:16])[CH3:15]. (2) Given the product [C:13]([Si:16]([O:6][CH2:5][CH2:4][CH2:3][CH2:2][Cl:1])([CH3:18])[CH3:17])([CH3:15])([CH3:14])[CH3:12], predict the reactants needed to synthesize it. The reactants are: [Cl:1][CH2:2][CH2:3][CH2:4][CH2:5][OH:6].N1C=CN=C1.[CH3:12][C:13]([Si:16](Cl)([CH3:18])[CH3:17])([CH3:15])[CH3:14]. (3) The reactants are: [NH2:1][CH2:2][C:3]1[CH:4]=[CH:5][C:6]([Cl:9])=[N:7][CH:8]=1.[C:10]([O:14][C:15](O[C:15]([O:14][C:10]([CH3:13])([CH3:12])[CH3:11])=[O:16])=[O:16])([CH3:13])([CH3:12])[CH3:11]. Given the product [C:10]([O:14][C:15]([NH:1][CH2:2][C:3]1[CH:4]=[CH:5][C:6]([Cl:9])=[N:7][CH:8]=1)=[O:16])([CH3:13])([CH3:12])[CH3:11], predict the reactants needed to synthesize it.